From a dataset of Reaction yield outcomes from USPTO patents with 853,638 reactions. Predict the reaction yield, written as a fraction of the theoretical maximum amount of product (1.0 means a 100% yield; for example, 0.34 means a 34% yield). (1) The reactants are [H-].[Na+].[S:3]1[C:7]2[CH:8]=[CH:9][CH:10]=[CH:11][C:6]=2[N:5]=[C:4]1[C:12]1[C:20]2[CH2:19][CH2:18][NH:17][C:16](=[O:21])[C:15]=2[S:14][C:13]=1[NH:22][C:23](=[O:25])[CH3:24].[CH2:26](I)[CH3:27]. The catalyst is CN(C)C=O.ClCCl. The product is [S:3]1[C:7]2[CH:8]=[CH:9][CH:10]=[CH:11][C:6]=2[N:5]=[C:4]1[C:12]1[C:20]2[CH2:19][CH2:18][N:17]([CH2:26][CH3:27])[C:16](=[O:21])[C:15]=2[S:14][C:13]=1[NH:22][C:23](=[O:25])[CH3:24]. The yield is 0.290. (2) The reactants are [NH:1]1[CH:5]=[CH:4][C:3]([NH2:6])=[N:2]1.[O:7]1[C:11]2([CH2:16][CH2:15][C:14](=O)[CH2:13][CH2:12]2)[O:10][CH2:9][CH2:8]1.[BH4-].[Na+].Cl. The catalyst is CO.[OH-].[Na+]. The product is [O:7]1[C:11]2([CH2:16][CH2:15][CH:14]([NH:6][C:3]3[NH:2][N:1]=[CH:5][CH:4]=3)[CH2:13][CH2:12]2)[O:10][CH2:9][CH2:8]1. The yield is 0.640. (3) The reactants are CC[C@@H]1[C@@H]2C[C@H]([C@@H](OC3C4C(=CC=CC=4)C(O[C@@H](C4C=CN=C5C=4[CH:49]=[C:50]([O:57]C)[CH:51]=C5)[C@@H]4N5C[C@H](CC)[C@@H](CC5)C4)=NN=3)C3C=CN=C4C=3[CH:49]=[C:50]([O:57]C)[CH:51]=C4)N(CC2)C1.C(OC(C1[CH:71]=[CH:70][C:69]([F:72])=[CH:68][CH:67]=1)(C)C)C=C.S([O-])([O-])=O.[Na+].[Na+].[CH3:79][C:80]([OH:83])([CH3:82])[CH3:81].[OH2:84]. No catalyst specified. The product is [F:72][C:69]1[CH:68]=[CH:67][C:79]([C:80]([CH3:82])([O:83][CH2:49][C@@H:50]([OH:57])[CH2:51][OH:84])[CH3:81])=[CH:71][CH:70]=1. The yield is 0.800. (4) The reactants are FC(F)(F)C([N:5]([C@@H:13]1[CH2:15][C@H:14]1[C:16]1[CH:21]=[CH:20][CH:19]=[CH:18][CH:17]=1)[CH2:6][CH:7]1[CH2:12][CH2:11][NH:10][CH2:9][CH2:8]1)=O.C(=O)([O-])[O-].[K+].[K+].Br[CH2:31][CH2:32][C:33]([O:35]C(C)(C)C)=[O:34]. The catalyst is C(#N)C. The product is [C:16]1([C@@H:14]2[CH2:15][C@H:13]2[NH:5][CH2:6][CH:7]2[CH2:8][CH2:9][N:10]([CH2:31][CH2:32][C:33]([OH:35])=[O:34])[CH2:11][CH2:12]2)[CH:17]=[CH:18][CH:19]=[CH:20][CH:21]=1. The yield is 0.385.